Dataset: Reaction yield outcomes from USPTO patents with 853,638 reactions. Task: Predict the reaction yield, written as a fraction of the theoretical maximum amount of product (1.0 means a 100% yield; for example, 0.34 means a 34% yield). (1) The product is [F:15][C:12]([F:13])([F:14])[C:9]1[CH:8]=[CH:7][C:6]([CH:2]2[NH:1][C:16]3([CH2:21][CH2:20][CH2:19][CH2:18][CH2:17]3)[NH:5][C:3]2=[O:4])=[CH:11][CH:10]=1. The catalyst is CO. The reactants are [NH2:1][CH:2]([C:6]1[CH:11]=[CH:10][C:9]([C:12]([F:15])([F:14])[F:13])=[CH:8][CH:7]=1)[C:3]([NH2:5])=[O:4].[C:16]1(=O)[CH2:21][CH2:20][CH2:19][CH2:18][CH2:17]1. The yield is 0.860. (2) The reactants are Br[C:2]1[CH:7]=[CH:6][C:5]([C:8]#[C:9][C:10]([CH3:19])([O:12][CH:13]2[CH2:18][CH2:17][CH2:16][CH2:15][O:14]2)[CH3:11])=[CH:4][N:3]=1.C([Li])CCC.CCCCCC.Br[C:32]1[N:33]=[C:34]([CH:37]([C:39]2[CH:51]=[CH:50][C:42]3[N:43]([CH2:47][O:48][CH3:49])[C:44](=[O:46])[S:45][C:41]=3[CH:40]=2)[CH3:38])[S:35][CH:36]=1. The catalyst is O1CCCC1.[Cl-].[Cl-].[Zn+2]. The product is [CH3:49][O:48][CH2:47][N:43]1[C:42]2[CH:50]=[CH:51][C:39]([CH:37]([C:34]3[S:35][CH:36]=[C:32]([C:2]4[CH:7]=[CH:6][C:5]([C:8]#[C:9][C:10]([CH3:19])([O:12][CH:13]5[CH2:18][CH2:17][CH2:16][CH2:15][O:14]5)[CH3:11])=[CH:4][N:3]=4)[N:33]=3)[CH3:38])=[CH:40][C:41]=2[S:45][C:44]1=[O:46]. The yield is 0.880.